This data is from Full USPTO retrosynthesis dataset with 1.9M reactions from patents (1976-2016). The task is: Predict the reactants needed to synthesize the given product. (1) Given the product [O:14]=[C:13]1[N:8]([C:5]2[CH:4]=[CH:3][C:2]([C:29]#[N:30])=[N:7][CH:6]=2)[C:9]([C@H:19]2[CH2:24][CH2:23][C@@H:22]([C:25]([F:28])([F:27])[F:26])[CH2:21][CH2:20]2)=[N:10][C:11]2[CH:18]=[CH:17][CH:16]=[N:15][C:12]1=2, predict the reactants needed to synthesize it. The reactants are: Cl[C:2]1[N:7]=[CH:6][C:5]([N:8]2[C:13](=[O:14])[C:12]3[N:15]=[CH:16][CH:17]=[CH:18][C:11]=3[N:10]=[C:9]2[C@H:19]2[CH2:24][CH2:23][C@@H:22]([C:25]([F:28])([F:27])[F:26])[CH2:21][CH2:20]2)=[CH:4][CH:3]=1.[CH3:29][N:30](C)C=O. (2) The reactants are: [CH2:1]([CH:3]([CH2:6][CH3:7])[CH2:4][OH:5])[CH3:2].C1N2CCN(CC2)C1.[C:16]1([CH3:26])[CH:21]=[CH:20][C:19]([S:22](Cl)(=[O:24])=[O:23])=[CH:18][CH:17]=1. Given the product [CH2:1]([CH:3]([CH2:6][CH3:7])[CH2:4][O:5][S:22]([C:19]1[CH:20]=[CH:21][C:16]([CH3:26])=[CH:17][CH:18]=1)(=[O:24])=[O:23])[CH3:2], predict the reactants needed to synthesize it. (3) Given the product [CH3:7][C:4]1([CH3:8])[CH:5]([OH:6])[C:2]([CH3:10])([CH3:1])[CH:3]1[OH:9], predict the reactants needed to synthesize it. The reactants are: [CH3:1][C:2]1([CH3:10])[C:5](=[O:6])[C:4]([CH3:8])([CH3:7])[C:3]1=[O:9].[H][H].